Predict which catalyst facilitates the given reaction. From a dataset of Catalyst prediction with 721,799 reactions and 888 catalyst types from USPTO. (1) Reactant: [N+:1]([C:4]1[CH:5]=[N:6][N:7]([CH:9]2[CH2:14][CH2:13][O:12][CH2:11][CH2:10]2)[CH:8]=1)([O-])=O. Product: [O:12]1[CH2:11][CH2:10][CH:9]([N:7]2[CH:8]=[C:4]([NH2:1])[CH:5]=[N:6]2)[CH2:14][CH2:13]1. The catalyst class is: 19. (2) Reactant: C(N(CC)CC)C.[CH3:8][C:9]1[CH:10]=[C:11]([CH3:41])[C:12]2[O:16][C:15]([NH:17][C:18]3[CH:23]=[CH:22][C:21]([C:24]4[C:32]5[C:27](=[N:28][CH:29]=[N:30][C:31]=5[NH2:33])[N:26]([CH:34]5[CH2:39][CH2:38][NH:37][CH2:36][CH2:35]5)[N:25]=4)=[CH:20][CH:19]=3)=[N:14][C:13]=2[CH:40]=1.Cl[C:43]([O:45][CH:46]([CH3:48])[CH3:47])=[O:44].C1(C)C=CC=CC=1. Product: [CH:46]([O:45][C:43]([N:37]1[CH2:38][CH2:39][CH:34]([N:26]2[C:27]3=[N:28][CH:29]=[N:30][C:31]([NH2:33])=[C:32]3[C:24]([C:21]3[CH:22]=[CH:23][C:18]([NH:17][C:15]4[O:16][C:12]5[C:11]([CH3:41])=[CH:10][C:9]([CH3:8])=[CH:40][C:13]=5[N:14]=4)=[CH:19][CH:20]=3)=[N:25]2)[CH2:35][CH2:36]1)=[O:44])([CH3:48])[CH3:47]. The catalyst class is: 4. (3) Reactant: C([NH:5][C:6]([N:8]1[C:16]2[C:11](=[CH:12][C:13]([C:17]([F:20])([F:19])[F:18])=[CH:14][CH:15]=2)[C:10]([NH:21][CH2:22][C:23](=[O:41])[NH:24][CH:25]2[CH2:28][N:27]([CH:29]3[CH2:34][CH2:33][C:32]([OH:40])([C:35]4[S:36][CH:37]=[CH:38][N:39]=4)[CH2:31][CH2:30]3)[CH2:26]2)=[N:9]1)=[O:7])(C)(C)C. Product: [OH:40][C:32]1([C:35]2[S:36][CH:37]=[CH:38][N:39]=2)[CH2:31][CH2:30][CH:29]([N:27]2[CH2:26][CH:25]([NH:24][C:23]([CH2:22][NH:21][C:10]3[C:11]4[C:16](=[CH:15][CH:14]=[C:13]([C:17]([F:19])([F:20])[F:18])[CH:12]=4)[N:8]([C:6]([NH2:5])=[O:7])[N:9]=3)=[O:41])[CH2:28]2)[CH2:34][CH2:33]1. The catalyst class is: 67. (4) Reactant: [Br:1][C:2]1[C:3]([F:20])=[CH:4][C:5]2[O:11][CH2:10][CH2:9][N:8]3[C:12](I)=[C:13]([C:15]([NH2:17])=[O:16])[N:14]=[C:7]3[C:6]=2[CH:19]=1.[CH3:21][C:22]([OH:39])([CH3:38])[CH2:23][N:24]1[CH:28]=[C:27](B2OC(C)(C)C(C)(C)O2)[CH:26]=[N:25]1.O. Product: [Br:1][C:2]1[C:3]([F:20])=[CH:4][C:5]2[O:11][CH2:10][CH2:9][N:8]3[C:12]([C:27]4[CH:26]=[N:25][N:24]([CH2:23][C:22]([OH:39])([CH3:38])[CH3:21])[CH:28]=4)=[C:13]([C:15]([NH2:17])=[O:16])[N:14]=[C:7]3[C:6]=2[CH:19]=1. The catalyst class is: 5. (5) Reactant: C([N:8]1[CH2:13][CH2:12][N:11]([S:14]([N:17]2[CH:25]=[C:24]3[C:19]([CH:20]=[CH:21][C:22]([Cl:26])=[CH:23]3)=[CH:18]2)(=[O:16])=[O:15])[CH2:10][CH2:9]1)C1C=CC=CC=1.ClC(OC(Cl)C)=O.CO. Product: [Cl:26][C:22]1[CH:21]=[CH:20][C:19]2[C:24](=[CH:25][N:17]([S:14]([N:11]3[CH2:10][CH2:9][NH:8][CH2:13][CH2:12]3)(=[O:16])=[O:15])[CH:18]=2)[CH:23]=1. The catalyst class is: 26. (6) Reactant: C(N(CC)CC)C.[CH3:8][N:9]([CH3:15])[CH2:10][CH2:11][CH2:12][NH:13][CH3:14].O1CCCC1.[Cl:21][C:22]1[CH:23]=[C:24]([S:29](Cl)(=[O:31])=[O:30])[CH:25]=[N:26][C:27]=1[Cl:28]. Product: [Cl:21][C:22]1[CH:23]=[C:24]([S:29]([N:13]([CH2:12][CH2:11][CH2:10][N:9]([CH3:15])[CH3:8])[CH3:14])(=[O:31])=[O:30])[CH:25]=[N:26][C:27]=1[Cl:28]. The catalyst class is: 6. (7) Reactant: [F:1][C:2]([F:37])([F:36])[C:3]1[CH:4]=[C:5]([C@H:13]([N:15]([CH3:35])[C:16]([N:18]2[CH2:23][CH2:22][N:21]3[C:24](=[O:27])[CH2:25][CH2:26][C@H:20]3[C@@H:19]2[C:28]2[CH:33]=[CH:32][CH:31]=[CH:30][C:29]=2[CH3:34])=[O:17])[CH3:14])[CH:6]=[C:7]([C:9]([F:12])([F:11])[F:10])[CH:8]=1.[Li+].C[Si]([N-][Si](C)(C)C)(C)C.[C:48](Cl)(=[O:51])[O:49][CH3:50]. Product: [F:37][C:2]([F:1])([F:36])[C:3]1[CH:4]=[C:5]([C@H:13]([N:15]([CH3:35])[C:16]([N:18]2[CH2:23][CH2:22][N:21]3[C:24](=[O:27])[C:25]([C:48]([O:49][CH3:50])=[O:51])([C:48]([O:49][CH3:50])=[O:51])[CH2:26][C@H:20]3[C@@H:19]2[C:28]2[CH:33]=[CH:32][CH:31]=[CH:30][C:29]=2[CH3:34])=[O:17])[CH3:14])[CH:6]=[C:7]([C:9]([F:10])([F:11])[F:12])[CH:8]=1. The catalyst class is: 1. (8) Reactant: Br[C:2]1[CH:3]=[C:4]([CH:7]=[CH:8][CH:9]=1)[C:5]#[N:6].[CH2:10]([Sn](CCCC)(CCCC)CC=C)[CH2:11][CH2:12]C.[Li+].[Cl-]. Product: [CH2:12]([C:2]1[CH:3]=[C:4]([CH:7]=[CH:8][CH:9]=1)[C:5]#[N:6])[CH:11]=[CH2:10]. The catalyst class is: 109. (9) Reactant: [CH3:1][C:2]1([C:8]([OH:10])=O)[CH2:7][CH2:6][O:5][CH2:4][CH2:3]1.C1C=CC2N(O)N=[N:17]C=2C=1.C(Cl)CCl.[NH4+].[OH-]. Product: [CH3:1][C:2]1([C:8]([NH2:17])=[O:10])[CH2:7][CH2:6][O:5][CH2:4][CH2:3]1. The catalyst class is: 23.